Dataset: NCI-60 drug combinations with 297,098 pairs across 59 cell lines. Task: Regression. Given two drug SMILES strings and cell line genomic features, predict the synergy score measuring deviation from expected non-interaction effect. (1) Drug 1: C1=NC2=C(N=C(N=C2N1C3C(C(C(O3)CO)O)F)Cl)N. Drug 2: CCC1(C2=C(COC1=O)C(=O)N3CC4=CC5=C(C=CC(=C5CN(C)C)O)N=C4C3=C2)O.Cl. Cell line: SK-MEL-5. Synergy scores: CSS=38.1, Synergy_ZIP=-8.52, Synergy_Bliss=-2.92, Synergy_Loewe=-10.8, Synergy_HSA=-0.977. (2) Drug 1: CN1CCC(CC1)COC2=C(C=C3C(=C2)N=CN=C3NC4=C(C=C(C=C4)Br)F)OC. Drug 2: C1CN(CCN1C(=O)CCBr)C(=O)CCBr. Cell line: LOX IMVI. Synergy scores: CSS=24.7, Synergy_ZIP=-4.55, Synergy_Bliss=0.0260, Synergy_Loewe=2.22, Synergy_HSA=3.15. (3) Drug 1: CN(CC1=CN=C2C(=N1)C(=NC(=N2)N)N)C3=CC=C(C=C3)C(=O)NC(CCC(=O)O)C(=O)O. Drug 2: CC1=C(C(=O)C2=C(C1=O)N3CC4C(C3(C2COC(=O)N)OC)N4)N. Cell line: SNB-75. Synergy scores: CSS=26.3, Synergy_ZIP=-11.5, Synergy_Bliss=-2.69, Synergy_Loewe=-0.851, Synergy_HSA=1.87. (4) Drug 1: C1CCC(C(C1)N)N.C(=O)(C(=O)[O-])[O-].[Pt+4]. Drug 2: CCC1(C2=C(COC1=O)C(=O)N3CC4=CC5=C(C=CC(=C5CN(C)C)O)N=C4C3=C2)O.Cl. Cell line: K-562. Synergy scores: CSS=53.4, Synergy_ZIP=-0.0593, Synergy_Bliss=1.04, Synergy_Loewe=-17.7, Synergy_HSA=3.97. (5) Drug 1: CC1=C(C=C(C=C1)NC2=NC=CC(=N2)N(C)C3=CC4=NN(C(=C4C=C3)C)C)S(=O)(=O)N.Cl. Drug 2: CC1=C2C(C(=O)C3(C(CC4C(C3C(C(C2(C)C)(CC1OC(=O)C(C(C5=CC=CC=C5)NC(=O)OC(C)(C)C)O)O)OC(=O)C6=CC=CC=C6)(CO4)OC(=O)C)O)C)O. Cell line: MCF7. Synergy scores: CSS=34.5, Synergy_ZIP=7.34, Synergy_Bliss=8.60, Synergy_Loewe=-23.1, Synergy_HSA=6.36. (6) Drug 1: CCCCCOC(=O)NC1=NC(=O)N(C=C1F)C2C(C(C(O2)C)O)O. Drug 2: CCC1=C2CN3C(=CC4=C(C3=O)COC(=O)C4(CC)O)C2=NC5=C1C=C(C=C5)O. Cell line: NCI/ADR-RES. Synergy scores: CSS=20.7, Synergy_ZIP=-6.68, Synergy_Bliss=-6.61, Synergy_Loewe=-24.2, Synergy_HSA=-3.34. (7) Drug 1: C1C(C(OC1N2C=NC3=C(N=C(N=C32)Cl)N)CO)O. Drug 2: CN(CCCl)CCCl.Cl. Cell line: HCT-15. Synergy scores: CSS=46.1, Synergy_ZIP=-3.20, Synergy_Bliss=-1.14, Synergy_Loewe=-3.27, Synergy_HSA=1.34. (8) Drug 1: C1=CC=C(C(=C1)C(C2=CC=C(C=C2)Cl)C(Cl)Cl)Cl. Drug 2: CC1CCCC2(C(O2)CC(NC(=O)CC(C(C(=O)C(C1O)C)(C)C)O)C(=CC3=CSC(=N3)C)C)C. Cell line: NCIH23. Synergy scores: CSS=45.1, Synergy_ZIP=6.24, Synergy_Bliss=3.11, Synergy_Loewe=-13.2, Synergy_HSA=4.51.